This data is from Catalyst prediction with 721,799 reactions and 888 catalyst types from USPTO. The task is: Predict which catalyst facilitates the given reaction. (1) Reactant: [Cl:1][CH2:2][C:3](Cl)=[O:4].O[NH:7][C:8]([C:10]1[S:11][CH:12]=[CH:13][N:14]=1)=[NH:9].C([O-])([O-])=O.[K+].[K+]. Product: [Cl:1][CH2:2][C:3]1[O:4][N:9]=[C:8]([C:10]2[S:11][CH:12]=[CH:13][N:14]=2)[N:7]=1. The catalyst class is: 6. (2) Product: [Br:36][C:19]1[C:20]([OH:34])=[C:21]([NH:27][C:28](=[O:33])[C:29]([CH3:31])([CH3:32])[CH3:30])[C:22]([C:25]#[N:26])=[C:23]([CH3:24])[C:18]=1[C:14]1[CH:15]=[CH:16][CH:17]=[C:12]([OH:11])[CH:13]=1. Reactant: ClCCl.C([O:11][C:12]1[CH:13]=[C:14]([C:18]2[C:23]([CH3:24])=[C:22]([C:25]#[N:26])[C:21]([NH:27][C:28](=[O:33])[C:29]([CH3:32])([CH3:31])[CH3:30])=[C:20]([O:34]C)[C:19]=2[Br:36])[CH:15]=[CH:16][CH:17]=1)C1C=CC=CC=1.BrB(Br)Br.O. The catalyst class is: 170. (3) Reactant: [CH3:1][C:2]1[CH:22]=[CH:21][C:5]([C:6]([NH:8][C:9]2([C:18]([OH:20])=[O:19])[CH2:17][C:16]3[C:11](=[CH:12][CH:13]=[CH:14][CH:15]=3)[CH2:10]2)=[O:7])=[C:4]([CH:23]=[C:24]([CH3:26])[CH3:25])[CH:3]=1. The catalyst class is: 285. Product: [CH2:23]([C:4]1[CH:3]=[C:2]([CH3:1])[CH:22]=[CH:21][C:5]=1[C:6]([NH:8][C:9]1([C:18]([OH:20])=[O:19])[CH2:10][C:11]2[C:16](=[CH:15][CH:14]=[CH:13][CH:12]=2)[CH2:17]1)=[O:7])[CH:24]([CH3:26])[CH3:25]. (4) Reactant: [CH3:1][N:2]1[C:6]([C:7]2[S:11][C:10]([C:12]([OH:14])=O)=[N:9][CH:8]=2)=[CH:5][CH:4]=[N:3]1.C1CN([P+](Br)(N2CCCC2)N2CCCC2)CC1.F[P-](F)(F)(F)(F)F.CCN(C(C)C)C(C)C.[NH2:48][C@@H:49]([CH2:62][C:63]1[CH:68]=[CH:67][CH:66]=[C:65]([F:69])[CH:64]=1)[CH2:50][N:51]1[C:59](=[O:60])[C:58]2[C:53](=[CH:54][CH:55]=[CH:56][CH:57]=2)[C:52]1=[O:61]. Product: [O:61]=[C:52]1[C:53]2[C:58](=[CH:57][CH:56]=[CH:55][CH:54]=2)[C:59](=[O:60])[N:51]1[CH2:50][C@@H:49]([NH:48][C:12]([C:10]1[S:11][C:7]([C:6]2[N:2]([CH3:1])[N:3]=[CH:4][CH:5]=2)=[CH:8][N:9]=1)=[O:14])[CH2:62][C:63]1[CH:68]=[CH:67][CH:66]=[C:65]([F:69])[CH:64]=1. The catalyst class is: 22. (5) Product: [F:5][CH:4]([F:7])[CH2:2][N:32]1[CH2:33][CH2:34][C:14]2[N:13]([S:10]([CH2:8][CH3:9])(=[O:12])=[O:11])[C:21]3[CH:20]=[CH:19][C:18]([C:22]([N:24]4[CH2:29][CH2:28][CH:27]([CH3:30])[CH2:26][CH2:25]4)=[O:23])=[CH:17][C:16]=3[C:15]=2[CH2:31]1.[C:2]([OH:3])([C:4]([F:7])([F:6])[F:5])=[O:1]. The catalyst class is: 3. Reactant: [OH:1][C:2]([C:4]([F:7])([F:6])[F:5])=[O:3].[CH2:8]([S:10]([N:13]1[C:21]2[CH:20]=[CH:19][C:18]([C:22]([N:24]3[CH2:29][CH2:28][CH:27]([CH3:30])[CH2:26][CH2:25]3)=[O:23])=[CH:17][C:16]=2[C:15]2[CH2:31][NH:32][CH2:33][CH2:34][C:14]1=2)(=[O:12])=[O:11])[CH3:9].C([O-])([O-])=O.[K+].[K+]. (6) Reactant: [CH2:1]([O:3][CH:4]([O:10][CH2:11][CH3:12])[C:5]([O:7]CC)=O)[CH3:2].[C:13]1([CH:19]([Mg]Cl)[CH3:20])[CH:18]=[CH:17][CH:16]=[CH:15][CH:14]=1.[Cl-].[NH4+]. Product: [CH2:11]([O:10][CH:4]([O:3][CH2:1][CH3:2])[C:5](=[O:7])[CH:19]([C:13]1[CH:18]=[CH:17][CH:16]=[CH:15][CH:14]=1)[CH3:20])[CH3:12]. The catalyst class is: 1.